This data is from Full USPTO retrosynthesis dataset with 1.9M reactions from patents (1976-2016). The task is: Predict the reactants needed to synthesize the given product. Given the product [C:22]([O:20][C:12]1[C:11](=[O:21])[N:10]2[C:9]([C:6]([CH3:8])([CH3:7])[O:5][CH2:4][CH2:3][CH2:2]2)=[N:14][C:13]=1[C:15]([O:17][CH2:18][CH3:19])=[O:16])(=[O:29])[C:23]1[CH:28]=[CH:27][CH:26]=[CH:25][CH:24]=1, predict the reactants needed to synthesize it. The reactants are: Cl[CH2:2][CH2:3][CH2:4][O:5][C:6]([C:9]1[NH:10][C:11](=[O:21])[C:12]([OH:20])=[C:13]([C:15]([O:17][CH2:18][CH3:19])=[O:16])[N:14]=1)([CH3:8])[CH3:7].[C:22](O[C:22](=[O:29])[C:23]1[CH:28]=[CH:27][CH:26]=[CH:25][CH:24]=1)(=[O:29])[C:23]1[CH:28]=[CH:27][CH:26]=[CH:25][CH:24]=1.C(=O)([O-])[O-].[K+].[K+].